From a dataset of Reaction yield outcomes from USPTO patents with 853,638 reactions. Predict the reaction yield, written as a fraction of the theoretical maximum amount of product (1.0 means a 100% yield; for example, 0.34 means a 34% yield). (1) The reactants are [Si:1]([O:8][C@@H:9]1[C@H:13]([CH2:14][O:15][Si:16]([C:19]([CH3:22])([CH3:21])[CH3:20])([CH3:18])[CH3:17])[CH2:12][C@@H:11]([O:23][C:24]2[CH:29]=[CH:28][N:27]=[C:26]([NH2:30])[C:25]=2[N+:31]([O-])=O)[CH2:10]1)([C:4]([CH3:7])([CH3:6])[CH3:5])([CH3:3])[CH3:2]. The catalyst is C(Cl)Cl.C(O)(=O)C.[Zn]. The product is [Si:1]([O:8][C@@H:9]1[C@H:13]([CH2:14][O:15][Si:16]([C:19]([CH3:22])([CH3:21])[CH3:20])([CH3:18])[CH3:17])[CH2:12][C@@H:11]([O:23][C:24]2[CH:29]=[CH:28][N:27]=[C:26]([NH2:30])[C:25]=2[NH2:31])[CH2:10]1)([C:4]([CH3:5])([CH3:6])[CH3:7])([CH3:3])[CH3:2]. The yield is 0.880. (2) The reactants are [Br:1][C:2]1[CH:6]=[N:5][N:4]([CH3:7])[C:3]=1[C:8]1[CH:9]=[C:10]([NH2:16])[CH:11]=[CH:12][C:13]=1[O:14][CH3:15].[C:17]([C:19]1[CH:20]=[C:21]([N:25]=[C:26]=[O:27])[CH:22]=[CH:23][CH:24]=1)#[N:18]. The yield is 0.580. The catalyst is C(Cl)Cl. The product is [Br:1][C:2]1[CH:6]=[N:5][N:4]([CH3:7])[C:3]=1[C:8]1[CH:9]=[C:10]([NH:16][C:26]([NH:25][C:21]2[CH:22]=[CH:23][CH:24]=[C:19]([C:17]#[N:18])[CH:20]=2)=[O:27])[CH:11]=[CH:12][C:13]=1[O:14][CH3:15]. (3) The reactants are [CH:1]1([O:4][C:5]2[CH:6]=[C:7]3[C:12](=[CH:13][CH:14]=2)[N:11]=[C:10]([C:15]([C:20]2[N:24](COCC[Si](C)(C)C)[N:23]=[N:22][CH:21]=2)([OH:19])[CH:16]([CH3:18])[CH3:17])[CH:9]=[CH:8]3)[CH2:3][CH2:2]1.[F-].[Cs+].CCCC[N+](CCCC)(CCCC)CCCC.[F-]. The catalyst is C1COCC1. The product is [CH:1]1([O:4][C:5]2[CH:6]=[C:7]3[C:12](=[CH:13][CH:14]=2)[N:11]=[C:10]([C:15]([C:20]2[N:24]=[N:23][NH:22][CH:21]=2)([OH:19])[CH:16]([CH3:18])[CH3:17])[CH:9]=[CH:8]3)[CH2:2][CH2:3]1. The yield is 0.330. (4) The reactants are [Br:1][C:2]1[CH:3]=[C:4]2[C:8](=[C:9]([C:11]([O:13]C)=[O:12])[CH:10]=1)[NH:7][CH:6]=[CH:5]2.[OH-].[Li+]. The catalyst is CO.O. The product is [Br:1][C:2]1[CH:3]=[C:4]2[C:8](=[C:9]([C:11]([OH:13])=[O:12])[CH:10]=1)[NH:7][CH:6]=[CH:5]2. The yield is 0.990. (5) The reactants are [CH3:1][O:2][C:3](=[O:40])[NH:4][CH:5]([C:9]([N:11]1[CH2:15][CH2:14][CH2:13][CH:12]1[C:16]1[NH:17][C:18]([C:21]2[CH:30]=[CH:29][C:28]3[C:23](=[CH:24][CH:25]=[C:26](B4OC(C)(C)C(C)(C)O4)[CH:27]=3)[CH:22]=2)=[CH:19][N:20]=1)=[O:10])[CH:6]([CH3:8])[CH3:7].[C:41]([O:45][C:46]([N:48]1[CH:53]([C:54]2[NH:55][C:56]([C:59]3[CH:64]=[CH:63][C:62](Br)=[CH:61][CH:60]=3)=[CH:57][N:58]=2)[CH:52]2[CH2:66][CH:49]1[CH2:50][CH2:51]2)=[O:47])([CH3:44])([CH3:43])[CH3:42].C([O-])([O-])=O.[K+].[K+].N#N. The catalyst is COCCOC.C1C=CC([P]([Pd]([P](C2C=CC=CC=2)(C2C=CC=CC=2)C2C=CC=CC=2)([P](C2C=CC=CC=2)(C2C=CC=CC=2)C2C=CC=CC=2)[P](C2C=CC=CC=2)(C2C=CC=CC=2)C2C=CC=CC=2)(C2C=CC=CC=2)C2C=CC=CC=2)=CC=1. The product is [C:41]([O:45][C:46]([N:48]1[CH:53]([C:54]2[NH:55][C:56]([C:59]3[CH:64]=[CH:63][C:62]([C:26]4[CH:25]=[CH:24][C:23]5[C:28](=[CH:29][CH:30]=[C:21]([C:18]6[NH:17][C:16]([CH:12]7[CH2:13][CH2:14][CH2:15][N:11]7[C:9](=[O:10])[CH:5]([NH:4][C:3]([O:2][CH3:1])=[O:40])[CH:6]([CH3:7])[CH3:8])=[N:20][CH:19]=6)[CH:22]=5)[CH:27]=4)=[CH:61][CH:60]=3)=[CH:57][N:58]=2)[CH:52]2[CH2:66][CH:49]1[CH2:50][CH2:51]2)=[O:47])([CH3:44])([CH3:42])[CH3:43]. The yield is 0.160. (6) The reactants are Br[C:2]1[CH:7]=[CH:6][C:5]([Br:8])=[CH:4][N:3]=1.[OH:9][CH:10]1[CH2:15][CH2:14][NH:13][CH2:12][CH2:11]1.C([O-])([O-])=O.[K+].[K+]. The catalyst is C(O)C. The product is [Br:8][C:5]1[CH:6]=[CH:7][C:2]([N:13]2[CH2:14][CH2:15][CH:10]([OH:9])[CH2:11][CH2:12]2)=[N:3][CH:4]=1. The yield is 0.410.